Dataset: Forward reaction prediction with 1.9M reactions from USPTO patents (1976-2016). Task: Predict the product of the given reaction. (1) Given the reactants [C:1]([C:3]1[CH:8]=[CH:7][C:6]([NH:9][C:10](=[O:27])[C@H:11]([OH:26])[C@H:12]2[O:17][CH2:16][CH2:15][N:14]([C:18]3[CH:23]=[CH:22][C:21](I)=[CH:20][CH:19]=3)[C:13]2=[O:25])=[CH:5][CH:4]=1)#[N:2].[S:28]1[CH:32]=[CH:31][CH:30]=[C:29]1B(O)O.C([O-])([O-])=O.[Cs+].[Cs+], predict the reaction product. The product is: [C:1]([C:3]1[CH:8]=[CH:7][C:6]([NH:9][C:10](=[O:27])[C@H:11]([OH:26])[C@H:12]2[O:17][CH2:16][CH2:15][N:14]([C:18]3[CH:23]=[CH:22][C:21]([C:29]4[S:28][CH:32]=[CH:31][CH:30]=4)=[CH:20][CH:19]=3)[C:13]2=[O:25])=[CH:5][CH:4]=1)#[N:2]. (2) Given the reactants [N:1]1[CH:6]=[CH:5][CH:4]=[CH:3][C:2]=1[O:7][CH2:8][CH2:9][O:10][C:11]1[CH:16]=[CH:15][C:14]([N:17]2[C:21]3[CH:22]=[CH:23][C:24]([C:26](O)=[O:27])=[CH:25][C:20]=3[N:19]=[CH:18]2)=[CH:13][CH:12]=1.[C:29](N1C=CN=C1)([N:31]1C=CN=C1)=O.Cl.CN.CCN(C(C)C)C(C)C, predict the reaction product. The product is: [CH3:29][NH:31][C:26]([C:24]1[CH:23]=[CH:22][C:21]2[N:17]([C:14]3[CH:13]=[CH:12][C:11]([O:10][CH2:9][CH2:8][O:7][C:2]4[CH:3]=[CH:4][CH:5]=[CH:6][N:1]=4)=[CH:16][CH:15]=3)[CH:18]=[N:19][C:20]=2[CH:25]=1)=[O:27]. (3) Given the reactants [Br:1][C:2]1[C:7]([O:8][CH3:9])=[CH:6][C:5]([C:10]2[O:11][CH:12]=[CH:13][CH:14]=2)=[CH:4][C:3]=1[O:15][CH3:16].CON(C)[C:20](=[O:36])[CH:21]([O:34][CH3:35])[C:22]1[CH:27]=[CH:26][C:25]([C:28]2[CH:29]=[N:30][CH:31]=[CH:32][CH:33]=2)=[CH:24][CH:23]=1, predict the reaction product. The product is: [Br:1][C:2]1[C:7]([O:8][CH3:9])=[CH:6][C:5]([C:10]2[O:11][C:12]([C:20](=[O:36])[CH:21]([O:34][CH3:35])[C:22]3[CH:23]=[CH:24][C:25]([C:28]4[CH:29]=[N:30][CH:31]=[CH:32][CH:33]=4)=[CH:26][CH:27]=3)=[CH:13][CH:14]=2)=[CH:4][C:3]=1[O:15][CH3:16]. (4) The product is: [Br:52][C:49]1[CH:50]=[CH:51][C:46]([NH:45][C:44]2[C:39]([C:37]3[NH:32][C:33]([CH3:34])=[N:35][N:36]=3)=[CH:40][N:41]([CH3:56])[C:42](=[O:55])[C:43]=2[F:54])=[C:47]([F:53])[CH:48]=1. Given the reactants C1C=CC(P(C2C=CC=CC=2)C2C=CC=CC=2)=CC=1.CCN(CC)CC.C(Cl)(Cl)(Cl)Cl.[NH:32]=[C:33]([NH:35][NH:36][C:37]([C:39]1[C:44]([NH:45][C:46]2[CH:51]=[CH:50][C:49]([Br:52])=[CH:48][C:47]=2[F:53])=[C:43]([F:54])[C:42](=[O:55])[N:41]([CH3:56])[CH:40]=1)=O)[CH3:34], predict the reaction product. (5) The product is: [Br:1][C:2]1[CH:7]=[CH:6][C:5]([CH:8]([NH:10][C:13]([NH:12][CH3:11])=[O:14])[CH3:9])=[CH:4][CH:3]=1. Given the reactants [Br:1][C:2]1[CH:7]=[CH:6][C:5]([C@H:8]([NH2:10])[CH3:9])=[CH:4][CH:3]=1.[CH3:11][N:12]=[C:13]=[O:14], predict the reaction product. (6) Given the reactants [CH2:1]([N:8]1[CH2:16][CH:15]2[CH:10]([NH:11][CH2:12][CH2:13][CH2:14]2)[CH2:9]1)[C:2]1[CH:7]=[CH:6][CH:5]=[CH:4][CH:3]=1.[H-].[Na+].I[CH2:20][CH3:21], predict the reaction product. The product is: [CH2:1]([N:8]1[CH2:16][CH:15]2[CH:10]([N:11]([CH2:20][CH3:21])[CH2:12][CH2:13][CH2:14]2)[CH2:9]1)[C:2]1[CH:3]=[CH:4][CH:5]=[CH:6][CH:7]=1. (7) Given the reactants [I-:1].[Na+].CNCCNC.Br[C:10]1[CH:39]=[CH:38][C:37]([N:40]2[CH:44]=[CH:43][CH:42]=[CH:41]2)=[CH:36][C:11]=1[C:12]([NH:14][C:15](=[O:35])[NH:16][C:17]1[S:18][C:19]2[CH:25]=[C:24]([S:26]([CH2:29][CH2:30][NH:31][CH:32]([CH3:34])[CH3:33])(=[O:28])=[O:27])[CH:23]=[CH:22][C:20]=2[N:21]=1)=[O:13], predict the reaction product. The product is: [I:1][C:10]1[CH:39]=[CH:38][C:37]([N:40]2[CH:44]=[CH:43][CH:42]=[CH:41]2)=[CH:36][C:11]=1[C:12]([NH:14][C:15](=[O:35])[NH:16][C:17]1[S:18][C:19]2[CH:25]=[C:24]([S:26]([CH2:29][CH2:30][NH:31][CH:32]([CH3:34])[CH3:33])(=[O:28])=[O:27])[CH:23]=[CH:22][C:20]=2[N:21]=1)=[O:13].